Dataset: Forward reaction prediction with 1.9M reactions from USPTO patents (1976-2016). Task: Predict the product of the given reaction. The product is: [CH3:1][O:2][C:3]1[CH:4]=[C:5]2[C:10](=[CH:11][C:12]=1[O:13][CH3:14])[N:9]=[CH:8][CH:7]=[C:6]2[O:15][C:16]1[CH:22]=[CH:21][C:19]([NH:20][C:29](=[O:35])[O:28][CH2:26][C:37]2[CH:42]=[CH:41][CH:40]=[CH:39][CH:38]=2)=[C:18]([CH3:23])[C:17]=1[CH3:24]. Given the reactants [CH3:1][O:2][C:3]1[CH:4]=[C:5]2[C:10](=[CH:11][C:12]=1[O:13][CH3:14])[N:9]=[CH:8][CH:7]=[C:6]2[O:15][C:16]1[CH:22]=[CH:21][C:19]([NH2:20])=[C:18]([CH3:23])[C:17]=1[CH3:24].Cl[C:26](Cl)([O:28][C:29](=[O:35])OC(Cl)(Cl)Cl)Cl.[C:37]1(CO)[CH:42]=[CH:41][CH:40]=[CH:39][CH:38]=1.C(=O)(O)[O-].[Na+], predict the reaction product.